Dataset: Reaction yield outcomes from USPTO patents with 853,638 reactions. Task: Predict the reaction yield, written as a fraction of the theoretical maximum amount of product (1.0 means a 100% yield; for example, 0.34 means a 34% yield). (1) The reactants are [NH2:1][C:2]1[N:11]=[CH:10][C:9]2[C:8](SC)=[N:7][CH:6]=[N:5][C:4]=2[CH:3]=1.[N+:14]([C:17]1[CH:23]=[CH:22][CH:21]=[CH:20][C:18]=1[NH2:19])([O-:16])=[O:15].Cl.C([O-])(O)=O.[Na+]. The catalyst is CO.C(Cl)(Cl)Cl. The product is [NH2:1][C:2]1[N:11]=[CH:10][C:9]2[C:8]([NH:19][C:18]3[CH:20]=[CH:21][CH:22]=[CH:23][C:17]=3[N+:14]([O-:16])=[O:15])=[N:7][CH:6]=[N:5][C:4]=2[CH:3]=1. The yield is 0.330. (2) The reactants are [CH3:1][CH2:2][O:3][C:4]([C:6]1[N:7]([C:18]([O:20][C:21]([CH3:24])([CH3:23])[CH3:22])=[O:19])[C:8]2[C:13]([CH:14]=1)=[CH:12][C:11]([Cl:15])=[CH:10][C:9]=2[CH2:16]Br)=[O:5].[C-:25]#[N:26].[Na+].[Cl-].[NH4+]. The catalyst is CS(C)=O. The product is [CH3:1][CH2:2][O:3][C:4]([C:6]1[N:7]([C:18]([O:20][C:21]([CH3:24])([CH3:23])[CH3:22])=[O:19])[C:8]2[C:13]([CH:14]=1)=[CH:12][C:11]([Cl:15])=[CH:10][C:9]=2[CH2:16][C:25]#[N:26])=[O:5]. The yield is 0.360.